From a dataset of Full USPTO retrosynthesis dataset with 1.9M reactions from patents (1976-2016). Predict the reactants needed to synthesize the given product. Given the product [Br:1][CH2:2][CH:3]([C:5]1[CH:10]=[CH:9][CH:8]=[CH:7][CH:6]=1)[OH:4], predict the reactants needed to synthesize it. The reactants are: [Br:1][CH2:2][C:3]([C:5]1[CH:10]=[CH:9][CH:8]=[CH:7][CH:6]=1)=[O:4].B.CNC.CO.Cl.